From a dataset of Forward reaction prediction with 1.9M reactions from USPTO patents (1976-2016). Predict the product of the given reaction. (1) Given the reactants NC1(C2C=CC(C3C(=O)C4C(=CC=C(F)C=4)OC=3C3C=CC=CC=3)=CC=2)CCC1.C(OC(=O)[NH:36][C:37]1([C:41]2[CH:46]=[CH:45][C:44]([C:47]3[C:48](=[O:67])[C:49]4[C:50]([O:59][C:60]=3[C:61]3[CH:66]=[CH:65][CH:64]=[CH:63][CH:62]=3)=[C:51]([O:55][CH:56]([F:58])[F:57])[N:52]=[CH:53][CH:54]=4)=[CH:43][CH:42]=2)[CH2:40][CH2:39][CH2:38]1)(C)(C)C, predict the reaction product. The product is: [NH2:36][C:37]1([C:41]2[CH:46]=[CH:45][C:44]([C:47]3[C:48](=[O:67])[C:49]4[C:50]([O:59][C:60]=3[C:61]3[CH:62]=[CH:63][CH:64]=[CH:65][CH:66]=3)=[C:51]([O:55][CH:56]([F:57])[F:58])[N:52]=[CH:53][CH:54]=4)=[CH:43][CH:42]=2)[CH2:40][CH2:39][CH2:38]1. (2) Given the reactants [CH2:1]([O:3][C:4]([C:6]1[O:7][C:8]2[CH:15]=[CH:14][CH:13]=[C:12]([OH:16])[C:9]=2[C:10]=1[CH3:11])=[O:5])[CH3:2].I[CH2:18][CH2:19][CH3:20].C([O-])([O-])=O.[K+].[K+], predict the reaction product. The product is: [CH2:1]([O:3][C:4]([C:6]1[O:7][C:8]2[CH:15]=[CH:14][CH:13]=[C:12]([O:16][CH2:18][CH2:19][CH3:20])[C:9]=2[C:10]=1[CH3:11])=[O:5])[CH3:2]. (3) Given the reactants [H-].[Al+3].[Li+].[H-].[H-].[H-].O1CCCC1.[CH2:12]([O:15][CH2:16][CH2:17][C:18]1[CH:25]=[CH:24][C:21]([C:22]#[N:23])=[CH:20][CH:19]=1)[CH2:13][CH3:14].[OH-].[Na+], predict the reaction product. The product is: [CH2:12]([O:15][CH2:16][CH2:17][C:18]1[CH:19]=[CH:20][C:21]([CH2:22][NH2:23])=[CH:24][CH:25]=1)[CH2:13][CH3:14].